Task: Predict the product of the given reaction.. Dataset: Forward reaction prediction with 1.9M reactions from USPTO patents (1976-2016) (1) The product is: [CH:1]1([N:4]2[C:13]3[C:8](=[C:9]([N+:17]([O-:19])=[O:18])[C:10]([F:16])=[C:11]([F:15])[C:12]=3[O:14][CH:27]([CH3:29])[CH3:28])[C:7](=[O:20])[C:6]([C:21]([O:23][CH2:24][CH3:25])=[O:22])=[CH:5]2)[CH2:2][CH2:3]1. Given the reactants [CH:1]1([N:4]2[C:13]3[C:8](=[C:9]([N+:17]([O-:19])=[O:18])[C:10]([F:16])=[C:11]([F:15])[C:12]=3[OH:14])[C:7](=[O:20])[C:6]([C:21]([O:23][CH2:24][CH3:25])=[O:22])=[CH:5]2)[CH2:3][CH2:2]1.I[CH:27]([CH3:29])[CH3:28].C([O-])([O-])=O.[K+].[K+], predict the reaction product. (2) Given the reactants Cl.[F:2][C@@H:3]1[CH2:7][CH2:6][NH:5][CH2:4]1.O=[C:9]1[CH2:14][CH2:13][CH:12]([NH:15]C(=O)OC(C)(C)C)[CH2:11][CH2:10]1, predict the reaction product. The product is: [F:2][C@@H:3]1[CH2:7][CH2:6][N:5]([CH:9]2[CH2:14][CH2:13][CH:12]([NH2:15])[CH2:11][CH2:10]2)[CH2:4]1. (3) The product is: [CH2:1]([O:8][C:9]([N:11]1[CH2:16][CH2:15][CH:14]([N:17]([C:18]([O:20][C:21]([CH3:22])([CH3:23])[CH3:24])=[O:19])[CH3:36])[CH:13]([O:25][Si:26]([C:29]([CH3:32])([CH3:31])[CH3:30])([CH3:28])[CH3:27])[CH2:12]1)=[O:10])[C:2]1[CH:3]=[CH:4][CH:5]=[CH:6][CH:7]=1. Given the reactants [CH2:1]([O:8][C:9]([N:11]1[CH2:16][CH2:15][CH:14]([NH:17][C:18]([O:20][C:21]([CH3:24])([CH3:23])[CH3:22])=[O:19])[CH:13]([O:25][Si:26]([C:29]([CH3:32])([CH3:31])[CH3:30])([CH3:28])[CH3:27])[CH2:12]1)=[O:10])[C:2]1[CH:7]=[CH:6][CH:5]=[CH:4][CH:3]=1.[H-].[Na+].I[CH3:36], predict the reaction product. (4) Given the reactants Br[C:2]1[C:3]([O:12][CH3:13])=[CH:4][C:5]([O:10][CH3:11])=[C:6]([CH:9]=1)[CH:7]=[O:8].[O:14]1[CH:18]=[CH:17][CH2:16][CH2:15]1.C(=O)([O-])[O-].[Cs+].[Cs+], predict the reaction product. The product is: [O:14]1[CH2:18][CH:17]=[CH:16][CH:15]1[C:2]1[C:3]([O:12][CH3:13])=[CH:4][C:5]([O:10][CH3:11])=[C:6]([CH:9]=1)[CH:7]=[O:8]. (5) Given the reactants Cl[CH2:2][C:3]1[C:4]([S:9][CH2:10][CH:11]([CH3:13])[CH3:12])=[N:5][CH:6]=[CH:7][CH:8]=1.C([O:16][C:17](=[O:29])[CH2:18][CH2:19][C:20]1[CH:25]=[C:24]([F:26])[C:23]([OH:27])=[C:22]([F:28])[CH:21]=1)C, predict the reaction product. The product is: [F:26][C:24]1[CH:25]=[C:20]([CH2:19][CH2:18][C:17]([OH:29])=[O:16])[CH:21]=[C:22]([F:28])[C:23]=1[O:27][CH2:2][C:3]1[C:4]([S:9][CH2:10][CH:11]([CH3:13])[CH3:12])=[N:5][CH:6]=[CH:7][CH:8]=1. (6) Given the reactants [CH2:1]([O:8][C:9]1[CH:18]=[C:17]2[C:12]([C:13](=O)[NH:14][CH:15]=[N:16]2)=[C:11]([O:20][CH:21]2[CH2:26][CH2:25][N:24]([CH3:27])[CH2:23][CH2:22]2)[CH:10]=1)[C:2]1[CH:7]=[CH:6][CH:5]=[CH:4][CH:3]=1.[Cl:28][C:29]1[CH:30]=[C:31]([CH:33]=[CH:34][C:35]=1[O:36][CH2:37][C:38]1[CH:43]=[CH:42][CH:41]=[C:40]([F:44])[CH:39]=1)[NH2:32], predict the reaction product. The product is: [CH2:1]([O:8][C:9]1[CH:18]=[C:17]2[C:12]([C:13]([NH:32][C:31]3[CH:33]=[CH:34][C:35]([O:36][CH2:37][C:38]4[CH:43]=[CH:42][CH:41]=[C:40]([F:44])[CH:39]=4)=[C:29]([Cl:28])[CH:30]=3)=[N:14][CH:15]=[N:16]2)=[C:11]([O:20][CH:21]2[CH2:26][CH2:25][N:24]([CH3:27])[CH2:23][CH2:22]2)[CH:10]=1)[C:2]1[CH:3]=[CH:4][CH:5]=[CH:6][CH:7]=1.